Dataset: Full USPTO retrosynthesis dataset with 1.9M reactions from patents (1976-2016). Task: Predict the reactants needed to synthesize the given product. Given the product [F:18][S:13]([F:14])([F:15])([F:16])([F:17])[CH:12]=[CH:2][CH2:3][CH2:4][CH2:5][CH2:6][CH2:7][S:8]([O-:11])(=[O:9])=[O:10].[Na+:20], predict the reactants needed to synthesize it. The reactants are: Cl[CH:2]([CH2:12][S:13]([F:18])([F:17])([F:16])([F:15])[F:14])[CH2:3][CH2:4][CH2:5][CH2:6][CH2:7][S:8]([OH:11])(=[O:10])=[O:9].[OH-].[Na+:20].